This data is from Blood-brain barrier permeability classification from the B3DB database. The task is: Regression/Classification. Given a drug SMILES string, predict its absorption, distribution, metabolism, or excretion properties. Task type varies by dataset: regression for continuous measurements (e.g., permeability, clearance, half-life) or binary classification for categorical outcomes (e.g., BBB penetration, CYP inhibition). Dataset: b3db_classification. (1) The drug is O=C1CC2(CCCC2)CC(=O)N1CCNCC1COc2ccccc2O1. The result is 1 (penetrates BBB). (2) The drug is CC(=O)OCC1=C(C(=O)O)N2C(=O)C(NC(=O)c3c(-c4ccccc4Cl)noc3C)C2SC1. The result is 0 (does not penetrate BBB). (3) The compound is COc1cc2c(cc1OC)S(=O)(=O)O[C@H](C(=O)N[C@@H](C)CC(C)(C)N(C)C)C2. The result is 1 (penetrates BBB). (4) The molecule is CN1CCN2c3cc(F)ccc3C(c3cccs3)=NC[C@@H]2C1. The result is 1 (penetrates BBB). (5) The drug is CCCC(C)C1(CC)C(=O)NC(=O)NC1=O. The result is 1 (penetrates BBB). (6) The molecule is CC1(C)S[C@@H]2[C@@H](NC(=O)COc3ccccc3)C(=O)N2[C@H]1C(=O)O. The result is 0 (does not penetrate BBB).